Dataset: Full USPTO retrosynthesis dataset with 1.9M reactions from patents (1976-2016). Task: Predict the reactants needed to synthesize the given product. (1) Given the product [Br:7][C:8]1[CH:15]=[CH:14][C:11]([CH2:12][NH2:13])=[CH:10][C:9]=1[CH3:16], predict the reactants needed to synthesize it. The reactants are: [H-].[H-].[H-].[H-].[Li+].[Al+3].[Br:7][C:8]1[CH:15]=[CH:14][C:11]([C:12]#[N:13])=[CH:10][C:9]=1[CH3:16].O.[OH-].[Na+]. (2) Given the product [C:18]([C:14]1[CH:13]=[C:12]([N:8]2[C:7](=[O:21])[C:6]([CH2:22][C:23]3[CH:24]=[CH:25][C:26]([C:29]4[CH:34]=[CH:33][CH:32]=[CH:31][C:30]=4[C:35]4[NH:39][C:38](=[O:40])[O:37][N:36]=4)=[CH:27][CH:28]=3)=[C:5]([CH2:1][CH2:2][CH2:3][CH3:4])[N:10]=[C:9]2[CH3:11])[CH:17]=[CH:16][CH:15]=1)(=[O:20])[CH3:19], predict the reactants needed to synthesize it. The reactants are: [CH2:1]([C:5]1[N:10]=[C:9]([CH3:11])[N:8]([C:12]2[CH:17]=[CH:16][CH:15]=[C:14]([CH:18]([OH:20])[CH3:19])[CH:13]=2)[C:7](=[O:21])[C:6]=1[CH2:22][C:23]1[CH:28]=[CH:27][C:26]([C:29]2[CH:34]=[CH:33][CH:32]=[CH:31][C:30]=2[C:35]2[NH:39][C:38](=[O:40])[O:37][N:36]=2)=[CH:25][CH:24]=1)[CH2:2][CH2:3][CH3:4].CC(OI1(OC(C)=O)(OC(C)=O)OC(=O)C2C1=CC=CC=2)=O.C(OCC)(=O)C.S([O-])([O-])(=O)=S.[Na+].[Na+]. (3) Given the product [CH3:17][O:18][C:19]([C:21]1[N:22]=[CH:23][C:24]([N:13]2[CH2:14][CH2:15][N:10]([C:5]3[N:4]=[N:3][C:2]([Cl:1])=[C:7]([CH3:8])[C:6]=3[CH3:9])[CH2:11][C@H:12]2[CH3:16])=[N:25][CH:26]=1)=[O:20], predict the reactants needed to synthesize it. The reactants are: [Cl:1][C:2]1[N:3]=[N:4][C:5]([N:10]2[CH2:15][CH2:14][NH:13][C@H:12]([CH3:16])[CH2:11]2)=[C:6]([CH3:9])[C:7]=1[CH3:8].[CH3:17][O:18][C:19]([C:21]1[CH:26]=[N:25][C:24](Cl)=[CH:23][N:22]=1)=[O:20].C(N(CC)CC)C.